Dataset: hERG potassium channel inhibition data for cardiac toxicity prediction from Karim et al.. Task: Regression/Classification. Given a drug SMILES string, predict its toxicity properties. Task type varies by dataset: regression for continuous values (e.g., LD50, hERG inhibition percentage) or binary classification for toxic/non-toxic outcomes (e.g., AMES mutagenicity, cardiotoxicity, hepatotoxicity). Dataset: herg_karim. (1) The compound is O=C([C@@H]1C[C@H]1c1ccc(C(F)(F)F)cc1)N1CCN(S(=O)(=O)c2cc(-c3ncon3)cc(C(F)(F)F)c2)CC1. The result is 1 (blocker). (2) The drug is Cc1nc2ccccc2n1C1CC2CCC(C1)N2CCC1(c2cccc(F)c2)CCN(C(=O)c2c(Cl)ccc(S(N)(=O)=O)c2Cl)CC1. The result is 0 (non-blocker). (3) The molecule is N#Cc1ccc(OCCN2CC3CN(CCCNS(=O)(=O)c4ccc(F)cc4F)CC(C2)O3)cc1. The result is 0 (non-blocker). (4) The drug is CC(C)C[C@@H]([NH+](C)C)C1(c2ccc(Cl)cc2)CCC1. The result is 0 (non-blocker). (5) The compound is O=C1NN=C(c2ccc(OC3CCN(C4CCC4)CC3)cc2)[C@H]2C[C@@H]12. The result is 0 (non-blocker). (6) The result is 0 (non-blocker). The drug is Cc1cc2c(=O)n(Cc3ccccc3C#N)c(N3CCC[C@@H](N)C3)nc2[nH]1. (7) The result is 0 (non-blocker). The compound is Cn1nnc(C2(F)CC3(c4ccccc4)NC2CCC3OCc2cc(C(F)(F)F)cc(C(F)(F)F)c2)n1. (8) The molecule is CN1CCN(c2ncnc3c2nc(-c2ccc(Cl)cc2Cl)n3-c2ccc(Cl)cc2)CC1. The result is 1 (blocker).